This data is from Forward reaction prediction with 1.9M reactions from USPTO patents (1976-2016). The task is: Predict the product of the given reaction. The product is: [NH2:25][C@@H:7]([CH2:8][C@H:9]([CH2:17][C:18]1[CH:19]=[CH:20][C:21]([I:24])=[CH:22][CH:23]=1)[C:10]([OH:12])=[O:11])[C:6]([OH:33])=[O:5]. Given the reactants C([O:5][C:6](=[O:33])[C@@H:7]([NH:25]C(OC(C)(C)C)=O)[CH2:8][C@H:9]([CH2:17][C:18]1[CH:23]=[CH:22][C:21]([I:24])=[CH:20][CH:19]=1)[C:10]([O:12]C(C)(C)C)=[O:11])(C)(C)C, predict the reaction product.